This data is from Forward reaction prediction with 1.9M reactions from USPTO patents (1976-2016). The task is: Predict the product of the given reaction. (1) Given the reactants OO.[F:3][C:4]1[C:9]([F:10])=[CH:8][C:7]([CH3:11])=[CH:6][C:5]=1[O:12]B(O)O, predict the reaction product. The product is: [F:3][C:4]1[C:9]([F:10])=[CH:8][C:7]([CH3:11])=[CH:6][C:5]=1[OH:12]. (2) Given the reactants [OH:1][C:2]1[C:3]([C:18](=O)[CH3:19])=[N:4][N:5]([CH3:17])[C:6]=1[C:7]1[CH:12]=[CH:11][C:10]([C:13]([F:16])([F:15])[F:14])=[CH:9][CH:8]=1.[NH:21]([C:23]([C:25]1[S:29][C:28]([C:30]([O:32][CH3:33])=[O:31])=[CH:27][CH:26]=1)=[O:24])[NH2:22].O.S(C1C=CC(C)=CC=1)(O)(=O)=O, predict the reaction product. The product is: [OH:1][C:2]1[C:3]([C:18](=[N:22][NH:21][C:23]([C:25]2[S:29][C:28]([C:30]([O:32][CH3:33])=[O:31])=[CH:27][CH:26]=2)=[O:24])[CH3:19])=[N:4][N:5]([CH3:17])[C:6]=1[C:7]1[CH:12]=[CH:11][C:10]([C:13]([F:16])([F:15])[F:14])=[CH:9][CH:8]=1.